This data is from Full USPTO retrosynthesis dataset with 1.9M reactions from patents (1976-2016). The task is: Predict the reactants needed to synthesize the given product. (1) Given the product [NH2:1][C@H:4]1[C@@H:9]([NH:10][C:11]([C:13]2[NH:14][C:15]([CH3:20])=[C:16]([Cl:19])[C:17]=2[Cl:18])=[O:12])[CH2:8][CH2:7][N:6]([C:21]2[S:22][C:23]([C:26]([O:28][CH3:29])=[O:27])=[CH:24][N:25]=2)[CH2:5]1, predict the reactants needed to synthesize it. The reactants are: [N:1]([C@H:4]1[C@@H:9]([NH:10][C:11]([C:13]2[NH:14][C:15]([CH3:20])=[C:16]([Cl:19])[C:17]=2[Cl:18])=[O:12])[CH2:8][CH2:7][N:6]([C:21]2[S:22][C:23]([C:26]([O:28][CH3:29])=[O:27])=[CH:24][N:25]=2)[CH2:5]1)=[N+]=[N-].C1(P(C2C=CC=CC=2)C2C=CC=CC=2)C=CC=CC=1. (2) Given the product [CH2:10]([O:12][C:13]([C:15]1[N:16]([C:36]2[CH:41]=[CH:40][C:39]([O:42][CH:43]([CH3:45])[CH3:44])=[CH:38][CH:37]=2)[C:17]2[C:22]([C:23]=1[CH2:8][N:7]([CH2:6][C:5]([O:4][CH2:2][CH3:3])=[O:9])[CH3:47])=[CH:21][C:20]([C:26]1[CH:31]=[CH:30][C:29]([C:32]([CH3:35])([CH3:33])[CH3:34])=[CH:28][CH:27]=1)=[CH:19][CH:18]=2)=[O:14])[CH3:11], predict the reactants needed to synthesize it. The reactants are: Cl.[CH2:2]([O:4][C:5](=[O:9])[CH2:6][NH:7][CH3:8])[CH3:3].[CH2:10]([O:12][C:13]([C:15]1[N:16]([C:36]2[CH:41]=[CH:40][C:39]([O:42][CH:43]([CH3:45])[CH3:44])=[CH:38][CH:37]=2)[C:17]2[C:22]([C:23]=1C=O)=[CH:21][C:20]([C:26]1[CH:31]=[CH:30][C:29]([C:32]([CH3:35])([CH3:34])[CH3:33])=[CH:28][CH:27]=1)=[CH:19][CH:18]=2)=[O:14])[CH3:11].[BH3-][C:47]#N.[Na+].O.